From a dataset of Forward reaction prediction with 1.9M reactions from USPTO patents (1976-2016). Predict the product of the given reaction. Given the reactants [C:1]([O:5][C:6]([N:8]1[C:17]2[C:12](=[CH:13][C:14](Br)=[CH:15][N:16]=2)[CH2:11][CH2:10][CH2:9]1)=[O:7])([CH3:4])([CH3:3])[CH3:2].B1(B2OC(C)(C)C(C)(C)O2)OC(C)(C)C(C)(C)O1.C([O-])(=O)C.[K+].[CH2:42]([O:49][C:50]1[CH:51]=[N:52][CH:53]=[C:54](Br)[CH:55]=1)[C:43]1[CH:48]=[CH:47][CH:46]=[CH:45][CH:44]=1.C(=O)([O-])[O-].[Na+].[Na+], predict the reaction product. The product is: [C:1]([O:5][C:6]([N:8]1[C:17]2[C:12](=[CH:13][C:14]([C:54]3[CH:53]=[N:52][CH:51]=[C:50]([O:49][CH2:42][C:43]4[CH:48]=[CH:47][CH:46]=[CH:45][CH:44]=4)[CH:55]=3)=[CH:15][N:16]=2)[CH2:11][CH2:10][CH2:9]1)=[O:7])([CH3:4])([CH3:3])[CH3:2].